This data is from Catalyst prediction with 721,799 reactions and 888 catalyst types from USPTO. The task is: Predict which catalyst facilitates the given reaction. (1) Reactant: O1CCCC1.[C:6]([C:8]1[CH:9]=[CH:10][C:11]([CH3:14])=[N:12][CH:13]=1)#[CH:7].[N:15]1[CH:20]=[CH:19][CH:18]=[CH:17][C:16]=1[O:21][CH2:22][C:23]1[CH:28]=[CH:27][C:26]([CH2:29][C:30](Cl)=[N:31][OH:32])=[CH:25][CH:24]=1.C(N(CC)CC)C. Product: [CH3:14][C:11]1[CH:10]=[CH:9][C:8]([C:6]2[O:32][N:31]=[C:30]([CH2:29][C:26]3[CH:25]=[CH:24][C:23]([CH2:22][O:21][C:16]4[CH:17]=[CH:18][CH:19]=[CH:20][N:15]=4)=[CH:28][CH:27]=3)[CH:7]=2)=[CH:13][N:12]=1. The catalyst class is: 6. (2) Reactant: [Br:1][C:2]1[CH:7]=[CH:6][C:5]([C@@H:8]([NH:10][CH2:11][CH2:12][C:13]([C:15]2[CH:20]=[CH:19][CH:18]=[CH:17][CH:16]=2)=[O:14])[CH3:9])=[CH:4][CH:3]=1.CCN(CC)CC.[CH3:28][C:29]([O:32][C:33](O[C:33]([O:32][C:29]([CH3:31])([CH3:30])[CH3:28])=[O:34])=[O:34])([CH3:31])[CH3:30]. Product: [Br:1][C:2]1[CH:3]=[CH:4][C:5]([C@@H:8]([N:10]([CH2:11][CH2:12][C:13](=[O:14])[C:15]2[CH:16]=[CH:17][CH:18]=[CH:19][CH:20]=2)[C:33](=[O:34])[O:32][C:29]([CH3:31])([CH3:30])[CH3:28])[CH3:9])=[CH:6][CH:7]=1. The catalyst class is: 2. (3) Reactant: [CH3:1][N:2]1[C:6]2[CH:7]=[CH:8][CH:9]=[C:10]([C:11]3[CH:12]=[C:13]([CH:19]=[CH:20][CH:21]=3)[C:14]([O:16][CH2:17][CH3:18])=[O:15])[C:5]=2[NH:4][C:3]1=O.P(Cl)(Cl)([Cl:25])=O.C(=O)([O-])[O-].[K+].[K+]. Product: [Cl:25][C:3]1[N:2]([CH3:1])[C:6]2[CH:7]=[CH:8][CH:9]=[C:10]([C:11]3[CH:12]=[C:13]([CH:19]=[CH:20][CH:21]=3)[C:14]([O:16][CH2:17][CH3:18])=[O:15])[C:5]=2[N:4]=1. The catalyst class is: 6. (4) Reactant: CS(O[CH2:6][CH2:7][C:8]1[CH:13]=[CH:12][C:11]([NH:14][C:15]2[N:24]=[CH:23][C:22]3[CH2:21][C@@H:20]([C:25]4[CH:30]=[CH:29][C:28]([F:31])=[CH:27][CH:26]=4)[C:19]4[CH:32]=[CH:33][CH:34]=[CH:35][C:18]=4[C:17]=3[N:16]=2)=[CH:10][CH:9]=1)(=O)=O.[CH3:36][NH:37][CH:38]1[CH2:43][CH2:42][CH2:41][CH2:40][CH2:39]1. Product: [CH:38]1([N:37]([CH3:36])[CH2:6][CH2:7][C:8]2[CH:13]=[CH:12][C:11]([NH:14][C:15]3[N:24]=[CH:23][C:22]4[CH2:21][C@@H:20]([C:25]5[CH:30]=[CH:29][C:28]([F:31])=[CH:27][CH:26]=5)[C:19]5[CH:32]=[CH:33][CH:34]=[CH:35][C:18]=5[C:17]=4[N:16]=3)=[CH:10][CH:9]=2)[CH2:43][CH2:42][CH2:41][CH2:40][CH2:39]1. The catalyst class is: 66. (5) Reactant: [Br:1][C:2]1[C:7]([OH:8])=[CH:6][CH:5]=[C:4]([CH3:9])[C:3]=1[CH:10]([OH:15])[C:11]([O:13][CH3:14])=[O:12].C(=O)([O-])[O-].[Cs+].[Cs+].[I-].[Na+]. Product: [CH2:10]([O:8][C:7]1[C:2]([Br:1])=[C:3]([CH:10]([OH:15])[C:11]([O:13][CH3:14])=[O:12])[C:4]([CH3:9])=[CH:5][CH:6]=1)[C:3]1[CH:4]=[CH:5][CH:6]=[CH:7][CH:2]=1. The catalyst class is: 21. (6) Reactant: [O:1]1[CH2:6][CH2:5][N:4]([CH2:7][C:8]2[CH:9]=[CH:10][C:11]([NH:14]C(=O)OC(C)(C)C)=[N:12][CH:13]=2)[CH2:3][CH2:2]1.C(O)(C(F)(F)F)=O. Product: [O:1]1[CH2:6][CH2:5][N:4]([CH2:7][C:8]2[CH:9]=[CH:10][C:11]([NH2:14])=[N:12][CH:13]=2)[CH2:3][CH2:2]1. The catalyst class is: 4.